Dataset: Forward reaction prediction with 1.9M reactions from USPTO patents (1976-2016). Task: Predict the product of the given reaction. (1) The product is: [C:21]1(=[C:8]([C:9]2[CH:14]=[CH:13][C:12]([C:15]3[C:16]([CH3:17])=[N:33][O:34][C:35]=3[CH3:36])=[CH:11][CH:10]=2)[C:5]2[CH:4]=[CH:3][C:2]([OH:1])=[CH:7][CH:6]=2)[CH2:26][CH2:25][CH2:27][CH2:24][CH2:23][CH2:22]1. Given the reactants [OH:1][C:2]1[CH:7]=[CH:6][C:5]([C:8](=[C:21]2[CH2:26][C:25](C)([CH3:27])[CH2:24][C:23](C)(C)[CH2:22]2)[C:9]2[CH:14]=[CH:13][C:12]([CH2:15][CH2:16][C:17](OC)=O)=[CH:11][CH:10]=2)=[CH:4][CH:3]=1.CC1[C:36](B(O)O)=[C:35](C)[O:34][N:33]=1.C([O-])([O-])=O.[Na+].[Na+], predict the reaction product. (2) Given the reactants [N:1]1([C:10]2[CH:20]=[CH:19][C:13]([C:14]([O:16]CC)=O)=[CH:12][N:11]=2)[C:5]2[CH:6]=[CH:7][CH:8]=[CH:9][C:4]=2[N:3]=[CH:2]1.Cl.[CH3:22][C:23]1[CH:28]=[CH:27][C:26]([C:29]([CH:31]2[CH2:36][CH2:35][NH:34][CH2:33][CH2:32]2)=[O:30])=[CH:25][CH:24]=1, predict the reaction product. The product is: [N:1]1([C:10]2[N:11]=[CH:12][C:13]([C:14]([N:34]3[CH2:35][CH2:36][CH:31]([C:29](=[O:30])[C:26]4[CH:25]=[CH:24][C:23]([CH3:22])=[CH:28][CH:27]=4)[CH2:32][CH2:33]3)=[O:16])=[CH:19][CH:20]=2)[C:5]2[CH:6]=[CH:7][CH:8]=[CH:9][C:4]=2[N:3]=[CH:2]1. (3) The product is: [CH2:8]([NH:10][C:11]([N:18]1[C:14]([CH3:13])=[CH:15][C:16]([O:19][C:20]2[CH:25]=[CH:24][C:23]([N+:26]([O-:28])=[O:27])=[C:22]([CH3:29])[CH:21]=2)=[N:17]1)=[O:12])[CH3:9]. Given the reactants C(N(CC)CC)C.[CH2:8]([N:10]=[C:11]=[O:12])[CH3:9].[CH3:13][C:14]1[NH:18][N:17]=[C:16]([O:19][C:20]2[CH:25]=[CH:24][C:23]([N+:26]([O-:28])=[O:27])=[C:22]([CH3:29])[CH:21]=2)[CH:15]=1.Cl, predict the reaction product. (4) Given the reactants [F:1][C:2]1[CH:7]=[CH:6][C:5]([C:8]2[C:17]3[C:12](=[CH:13][C:14]([CH2:18][N:19]4[CH:23]=[C:22]([CH:24]=[O:25])[CH:21]=[N:20]4)=[CH:15][CH:16]=3)[N:11]=[C:10]([C:26]#[N:27])[CH:9]=2)=[CH:4][CH:3]=1.C([O-])([O-])=[O:29].C([O-])([O-])=O.OO.OO.OO.[Na+].[Na+].[Na+].[Na+].[NH4+].[Cl-], predict the reaction product. The product is: [F:1][C:2]1[CH:7]=[CH:6][C:5]([C:8]2[C:17]3[C:12](=[CH:13][C:14]([CH2:18][N:19]4[CH:23]=[C:22]([CH:24]=[O:25])[CH:21]=[N:20]4)=[CH:15][CH:16]=3)[N:11]=[C:10]([C:26]([NH2:27])=[O:29])[CH:9]=2)=[CH:4][CH:3]=1. (5) The product is: [CH2:1]([NH:8][C:9]([C:11]1[C:12]([CH3:53])=[C:13]2[CH:34]=[C:32]3[N:33]=[C:29]([C:30]([CH3:37])=[C:31]3[CH2:35][CH3:36])[CH:28]=[C:26]3[NH:27][C:23]([C:24]([CH3:40])=[C:25]3[CH2:38][OH:39])=[CH:22][C:20]3=[N:21][C:17]([CH:18]([CH2:42][CH2:43][C:44]([O:46][CH3:47])=[O:45])[CH:19]3[CH3:41])=[C:16]([CH2:48][C:49]([O:51][CH3:52])=[O:50])[C:15]=1[NH:14]2)=[O:10])[CH2:2][O:3][CH2:4][CH2:5][O:6][CH3:7]. Given the reactants [CH2:1]([NH:8][C:9]([C:11]1[C:12]([CH3:53])=[C:13]2[CH:34]=[C:32]3[N:33]=[C:29]([C:30]([CH3:37])=[C:31]3[CH2:35][CH3:36])[CH:28]=[C:26]3[NH:27][C:23]([C:24]([CH3:40])=[C:25]3[CH:38]=[O:39])=[CH:22][C:20]3=[N:21][C:17]([CH:18]([CH2:42][CH2:43][C:44]([O:46][CH3:47])=[O:45])[CH:19]3[CH3:41])=[C:16]([CH2:48][C:49]([O:51][CH3:52])=[O:50])[C:15]=1[NH:14]2)=[O:10])[CH2:2][O:3][CH2:4][CH2:5][O:6][CH3:7], predict the reaction product. (6) Given the reactants I[C:2]1[N:3]=[CH:4][N:5]([C:7]2[N:12]=[C:11]([CH3:13])[CH:10]=[C:9]([C:14]3[CH:15]=[N:16][C:17]([C:20]([F:23])([F:22])[F:21])=[CH:18][CH:19]=3)[N:8]=2)[CH:6]=1.[NH2:24][C:25]1[CH:30]=[CH:29][C:28](B2OC(C)(C)C(C)(C)O2)=[CH:27][N:26]=1, predict the reaction product. The product is: [CH3:13][C:11]1[CH:10]=[C:9]([C:14]2[CH:15]=[N:16][C:17]([C:20]([F:23])([F:22])[F:21])=[CH:18][CH:19]=2)[N:8]=[C:7]([N:5]2[CH:6]=[C:2]([C:28]3[CH:29]=[CH:30][C:25]([NH2:24])=[N:26][CH:27]=3)[N:3]=[CH:4]2)[N:12]=1. (7) Given the reactants [C:1]([C:3]1[CH:4]=[N:5][NH:6][CH:7]=1)#[N:2].C(=O)([O-])[O-].[Cs+].[Cs+].[I-].[Na+].Br[CH2:17][CH2:18][C@@:19]([CH3:29])([S:25]([CH3:28])(=[O:27])=[O:26])[C:20]([O:22]CC)=[O:21].[OH-].[Li+], predict the reaction product. The product is: [C:1]([C:3]1[CH:4]=[N:5][N:6]([CH2:17][CH2:18][C@@:19]([CH3:29])([S:25]([CH3:28])(=[O:27])=[O:26])[C:20]([OH:22])=[O:21])[CH:7]=1)#[N:2]. (8) Given the reactants O[CH2:2][CH2:3][CH2:4][C:5]1[CH:10]=[CH:9][C:8]([OH:11])=[CH:7][C:6]=1[OH:12].C1C=CC(P(C2C=CC=CC=2)C2C=CC=CC=2)=CC=1.C1CCN(C(N=NC(N2CCCCC2)=O)=O)CC1, predict the reaction product. The product is: [O:12]1[C:6]2[C:5](=[CH:10][CH:9]=[C:8]([OH:11])[CH:7]=2)[CH2:4][CH2:3][CH2:2]1. (9) Given the reactants [H-].[Al+3].[Li+].[H-].[H-].[H-].[Na:7].[F:8][C:9]([F:19])([S:15](F)(=[O:17])=[O:16])[C:10]([O:12]CC)=O.Cl.C(OCC)(=[O:23])C, predict the reaction product. The product is: [Na:7].[F:19][C:9]([F:8])([S:15]([OH:23])(=[O:17])=[O:16])[CH2:10][OH:12]. (10) Given the reactants [OH:1][C:2]1[CH:3]=[C:4]([C:14]2[N:15](C(OC(C)(C)C)=O)[C:16]([C:19]3[S:20][CH:21]=[CH:22][N:23]=3)=[CH:17][CH:18]=2)[CH:5]=[C:6]([O:8][C@@H:9]([CH3:13])[CH2:10][O:11][CH3:12])[CH:7]=1.[F:31][C:32]1[CH:33]=[C:34]([CH:41]=[CH:42][C:43]=1F)[C:35]([N:37]1[CH2:40][CH2:39][CH2:38]1)=[O:36].[H-].[Na+].Cl, predict the reaction product. The product is: [N:37]1([C:35]([C:34]2[CH:41]=[CH:42][C:43]([O:1][C:2]3[CH:3]=[C:4]([C:14]4[NH:15][C:16]([C:19]5[S:20][CH:21]=[CH:22][N:23]=5)=[CH:17][CH:18]=4)[CH:5]=[C:6]([O:8][C@@H:9]([CH3:13])[CH2:10][O:11][CH3:12])[CH:7]=3)=[C:32]([F:31])[CH:33]=2)=[O:36])[CH2:40][CH2:39][CH2:38]1.